This data is from Forward reaction prediction with 1.9M reactions from USPTO patents (1976-2016). The task is: Predict the product of the given reaction. (1) Given the reactants [F:1][C:2]([F:13])([F:12])[O:3][C:4]1[CH:5]=[C:6]([CH2:10][NH2:11])[CH:7]=[CH:8][CH:9]=1.[Br:14][C:15]1[S:19][C:18]2=[N:20][C:21]([C:23](O)=[O:24])=[CH:22][N:17]2[CH:16]=1, predict the reaction product. The product is: [Br:14][C:15]1[S:19][C:18]2=[N:20][C:21]([C:23]([NH:11][CH2:10][C:6]3[CH:7]=[CH:8][CH:9]=[C:4]([O:3][C:2]([F:12])([F:13])[F:1])[CH:5]=3)=[O:24])=[CH:22][N:17]2[CH:16]=1. (2) Given the reactants Cl[C:2]1[N:7]=[C:6]([N:8]([CH2:18][CH3:19])CC2C=CC(OC)=CC=2)[C:5]2=[N:20][CH:21]=[C:22]([C:23]#[N:24])[N:4]2[N:3]=1.[NH2:25][C:26]1[C:27]([Cl:51])=[C:28]([N:34]2[CH2:43][CH2:42][C@@H:41]3[C@H:36]([O:37][CH2:38][CH2:39][N:40]3C(OC(C)(C)C)=O)[CH2:35]2)[CH:29]=[C:30]([C:32]#[N:33])[CH:31]=1.C([O-])([O-])=O.[Cs+].[Cs+].CC1(C)C2C(=C(P(C3C=CC=CC=3)C3C=CC=CC=3)C=CC=2)OC2C(P(C3C=CC=CC=3)C3C=CC=CC=3)=CC=CC1=2, predict the reaction product. The product is: [Cl:51][C:27]1[C:28]([N:34]2[CH2:43][CH2:42][C@@H:41]3[C@H:36]([O:37][CH2:38][CH2:39][NH:40]3)[CH2:35]2)=[CH:29][C:30]([C:32]#[N:33])=[CH:31][C:26]=1[NH:25][C:2]1[N:7]=[C:6]([NH:8][CH2:18][CH3:19])[C:5]2=[N:20][CH:21]=[C:22]([C:23]#[N:24])[N:4]2[N:3]=1.